The task is: Predict which catalyst facilitates the given reaction.. This data is from Catalyst prediction with 721,799 reactions and 888 catalyst types from USPTO. (1) Reactant: [Si]([O:8][C@H:9]([C:42]1[CH:47]=[CH:46][C:45]([F:48])=[CH:44][CH:43]=1)[CH2:10][CH2:11][C@H:12]1[C:15](=[O:16])[N:14]([C:17]2[CH:22]=[CH:21][CH:20]=[CH:19][CH:18]=2)[C@@H:13]1[C:23]1[CH:28]=[CH:27][C:26]([C:29]2[CH:34]=[CH:33][CH:32]=[C:31]([P:35](=[O:40])([O:38]C)[O:36]C)[CH:30]=2)=[CH:25][C:24]=1[OH:41])(C(C)(C)C)(C)C.Br[Si](C)(C)C.CO. Product: [F:48][C:45]1[CH:46]=[CH:47][C:42]([C@@H:9]([OH:8])[CH2:10][CH2:11][C@H:12]2[C:15](=[O:16])[N:14]([C:17]3[CH:18]=[CH:19][CH:20]=[CH:21][CH:22]=3)[C@@H:13]2[C:23]2[CH:28]=[CH:27][C:26]([C:29]3[CH:34]=[CH:33][CH:32]=[C:31]([P:35](=[O:36])([OH:38])[OH:40])[CH:30]=3)=[CH:25][C:24]=2[OH:41])=[CH:43][CH:44]=1. The catalyst class is: 4. (2) Reactant: [CH3:1][N:2]1[CH2:7][CH2:6][C@@H:5]([C:8]2[C:13]([O:14][CH3:15])=[CH:12][C:11]([O:16][CH3:17])=[CH:10][C:9]=2[O:18]C)[C@H:4]([OH:20])[CH2:3]1.[C:21](OC(=O)C)(=[O:23])[CH3:22].B(F)(F)F.C([O-])([O-])=O.[Na+].[Na+].[OH-].[Na+]. Product: [OH:18][C:9]1[C:8]([C@@H:5]2[CH2:6][CH2:7][N:2]([CH3:1])[CH2:3][C@H:4]2[OH:20])=[C:13]([O:14][CH3:15])[CH:12]=[C:11]([O:16][CH3:17])[C:10]=1[C:21](=[O:23])[CH3:22]. The catalyst class is: 15. (3) Reactant: [Cl:1][C:2]1[CH:7]=[CH:6][C:5]([C:8]2[N:9]([C:18]3[CH:23]=[CH:22][C:21]([S:24]([CH3:27])(=[O:26])=[O:25])=[CH:20][CH:19]=3)[CH2:10][C:11](O)([C:13]([F:16])([F:15])[F:14])[N:12]=2)=[CH:4][CH:3]=1.O.C1(C)C=CC(S(O)(=O)=O)=CC=1. Product: [Cl:1][C:2]1[CH:7]=[CH:6][C:5]([C:8]2[N:9]([C:18]3[CH:23]=[CH:22][C:21]([S:24]([CH3:27])(=[O:25])=[O:26])=[CH:20][CH:19]=3)[CH:10]=[C:11]([C:13]([F:16])([F:14])[F:15])[N:12]=2)=[CH:4][CH:3]=1. The catalyst class is: 11. (4) Reactant: [C:1]([C:3]1[CH:8]=[CH:7][CH:6]=[CH:5][C:4]=1[C:9]1[CH:14]=[CH:13][C:12]([CH2:15][C:16]2[C:17](=[O:39])[N:18]([C@H:28]3[CH2:33][CH2:32][C@H:31]([C:34]([O:36]CC)=[O:35])[CH2:30][CH2:29]3)[C:19]3[N:20]([N:25]=[CH:26][N:27]=3)[C:21]=2[CH2:22][CH2:23][CH3:24])=[CH:11][CH:10]=1)#[N:2].[OH-].[Na+].CO.Cl. Product: [C:1]([C:3]1[CH:8]=[CH:7][CH:6]=[CH:5][C:4]=1[C:9]1[CH:14]=[CH:13][C:12]([CH2:15][C:16]2[C:17](=[O:39])[N:18]([C@H:28]3[CH2:33][CH2:32][C@H:31]([C:34]([OH:36])=[O:35])[CH2:30][CH2:29]3)[C:19]3[N:20]([N:25]=[CH:26][N:27]=3)[C:21]=2[CH2:22][CH2:23][CH3:24])=[CH:11][CH:10]=1)#[N:2]. The catalyst class is: 132. (5) Reactant: [C:1](#[N:3])C.[F:4][C:5]([F:13])([F:12])[C:6]1[CH:11]=[CH:10][N:9]=[CH:8][CH:7]=1.C[Si](C#N)(C)C. Product: [F:4][C:5]([F:13])([F:12])[C:6]1[CH:11]=[CH:10][N:9]=[C:8]([C:1]#[N:3])[CH:7]=1. The catalyst class is: 66. (6) Reactant: [CH3:1][N:2]([CH3:19])[CH:3]=[N:4][S:5]([C:8]1[C:13]([O:14]C)=[CH:12][CH:11]=[CH:10][C:9]=1[N+:16]([O-:18])=[O:17])(=[O:7])=[O:6]. Product: [CH3:1][N:2]([CH3:19])[CH:3]=[N:4][S:5]([C:8]1[C:13]([OH:14])=[CH:12][CH:11]=[CH:10][C:9]=1[N+:16]([O-:18])=[O:17])(=[O:6])=[O:7]. The catalyst class is: 4. (7) Reactant: [Cl:1][C:2]1[CH:7]=[CH:6][C:5]([C:8]2([NH:11][C:12]3[N:17]=[C:16]([O:18][CH2:19][C:20]([F:23])([F:22])[F:21])[N:15]=[C:14]([NH:24][C:25]4[CH:33]=[CH:32][C:28]([C:29](O)=[O:30])=[C:27]([F:34])[CH:26]=4)[N:13]=3)[CH2:10][CH2:9]2)=[CH:4][CH:3]=1.CN(C(ON1N=NC2C=CC=CC1=2)=[N+](C)C)C.[B-](F)(F)(F)F.[NH2:57][CH2:58][C:59]([CH3:68])([CH3:67])[CH2:60][NH:61][C:62](=[O:66])[C:63]([NH2:65])=[O:64].CCN(C(C)C)C(C)C. Product: [Cl:1][C:2]1[CH:7]=[CH:6][C:5]([C:8]2([NH:11][C:12]3[N:17]=[C:16]([O:18][CH2:19][C:20]([F:22])([F:21])[F:23])[N:15]=[C:14]([NH:24][C:25]4[CH:33]=[CH:32][C:28]([C:29]([NH:57][CH2:58][C:59]([CH3:68])([CH3:67])[CH2:60][NH:61][C:62](=[O:66])[C:63]([NH2:65])=[O:64])=[O:30])=[C:27]([F:34])[CH:26]=4)[N:13]=3)[CH2:10][CH2:9]2)=[CH:4][CH:3]=1. The catalyst class is: 3.